From a dataset of Full USPTO retrosynthesis dataset with 1.9M reactions from patents (1976-2016). Predict the reactants needed to synthesize the given product. Given the product [NH2:7][C:8]1([C:16]2[CH:21]=[CH:20][C:19]([C:22]3[C:31]([C:32]4[CH:37]=[CH:36][CH:35]=[CH:34][CH:33]=4)=[CH:30][C:29]4[C:28]5=[N:38][N:39]=[C:40]([NH:41][CH2:42][CH3:43])[N:27]5[CH:26]=[CH:25][C:24]=4[N:23]=3)=[CH:18][CH:17]=2)[CH2:11][C:10]2([O:12][CH2:13][CH2:14][O:15]2)[CH2:9]1, predict the reactants needed to synthesize it. The reactants are: C(OC(=O)[NH:7][C:8]1([C:16]2[CH:21]=[CH:20][C:19]([C:22]3[C:31]([C:32]4[CH:37]=[CH:36][CH:35]=[CH:34][CH:33]=4)=[CH:30][C:29]4[C:28]5=[N:38][N:39]=[C:40]([NH:41][CH2:42][CH3:43])[N:27]5[CH:26]=[CH:25][C:24]=4[N:23]=3)=[CH:18][CH:17]=2)[CH2:11][C:10]2([O:15][CH2:14][CH2:13][O:12]2)[CH2:9]1)(C)(C)C.